Dataset: Merck oncology drug combination screen with 23,052 pairs across 39 cell lines. Task: Regression. Given two drug SMILES strings and cell line genomic features, predict the synergy score measuring deviation from expected non-interaction effect. (1) Drug 1: O=C(CCCCCCC(=O)Nc1ccccc1)NO. Drug 2: Cn1cc(-c2cnn3c(N)c(Br)c(C4CCCNC4)nc23)cn1. Cell line: A375. Synergy scores: synergy=43.8. (2) Drug 1: O=C(CCCCCCC(=O)Nc1ccccc1)NO. Drug 2: Nc1ccn(C2OC(CO)C(O)C2(F)F)c(=O)n1. Cell line: EFM192B. Synergy scores: synergy=-5.16.